Dataset: Catalyst prediction with 721,799 reactions and 888 catalyst types from USPTO. Task: Predict which catalyst facilitates the given reaction. (1) Reactant: [Br:1][C:2]1[CH:3]=[CH:4][C:5]([CH2:8][CH2:9][C:10]([OH:12])=O)=[N:6][CH:7]=1.[CH2:13](Cl)[CH2:14]Cl.[CH:17]1[CH:17]=[CH:22][C:21]2[N:23](O)N=[N:23][C:21]=2[CH:22]=1.C(N([CH:33]([CH3:35])[CH3:34])CC)(C)C.CN(C=[O:40])C. Product: [Br:1][C:2]1[CH:3]=[CH:4][C:5]([CH2:8][CH2:9][C:10]([NH:23][CH2:21][CH:22]([OH:40])[CH2:17][C:33]([CH3:34])([CH3:35])[CH2:13][CH3:14])=[O:12])=[N:6][CH:7]=1. The catalyst class is: 6. (2) Reactant: Cl.[NH2:2][C@@H:3]([CH2:6][NH:7][CH2:8][C:9]12[CH2:18][CH:13]3[CH2:14][CH:15]([CH2:17][CH:11]([CH2:12]3)[CH2:10]1)[CH2:16]2)[CH2:4][OH:5].CCN(C(C)C)C(C)C.[CH3:28][C:29]([Si:32](Cl)([C:39]1[CH:44]=[CH:43][CH:42]=[CH:41][CH:40]=1)[C:33]1[CH:38]=[CH:37][CH:36]=[CH:35][CH:34]=1)([CH3:31])[CH3:30]. Product: [Si:32]([O:5][CH2:4][C@@H:3]([NH2:2])[CH2:6][NH:7][CH2:8][C:9]12[CH2:18][CH:13]3[CH2:12][CH:11]([CH2:17][CH:15]([CH2:14]3)[CH2:16]1)[CH2:10]2)([C:29]([CH3:31])([CH3:30])[CH3:28])([C:39]1[CH:40]=[CH:41][CH:42]=[CH:43][CH:44]=1)[C:33]1[CH:38]=[CH:37][CH:36]=[CH:35][CH:34]=1. The catalyst class is: 64. (3) Reactant: [F:1][C:2]([F:18])([F:17])[C:3]1[CH:8]=[CH:7][C:6]([C:9]2[CH:10]=[C:11]([CH:14]=[CH:15][N:16]=2)[C:12]#[N:13])=[CH:5][CH:4]=1.[H][H]. The catalyst class is: 63. Product: [F:17][C:2]([F:1])([F:18])[C:3]1[CH:8]=[CH:7][C:6]([C:9]2[CH:10]=[C:11]([CH2:12][NH2:13])[CH:14]=[CH:15][N:16]=2)=[CH:5][CH:4]=1.